Dataset: Full USPTO retrosynthesis dataset with 1.9M reactions from patents (1976-2016). Task: Predict the reactants needed to synthesize the given product. (1) Given the product [OH:34][CH2:33][C:32]1[C:27]([NH:26][CH2:25][CH2:24][CH:21]2[O:22][CH2:23][CH:18]([NH:17][C:15](=[O:16])[O:14][CH2:7][C:8]3[CH:13]=[CH:12][CH:11]=[CH:10][CH:9]=3)[CH2:19][O:20]2)=[N:28][C:29]([S:38][CH3:39])=[N:30][CH:31]=1, predict the reactants needed to synthesize it. The reactants are: [H-].[H-].[H-].[H-].[Li+].[Al+3].[CH2:7]([O:14][C:15]([NH:17][CH:18]1[CH2:23][O:22][CH:21]([CH2:24][CH2:25][NH:26][C:27]2[C:32]([C:33](OCC)=[O:34])=[CH:31][N:30]=[C:29]([S:38][CH3:39])[N:28]=2)[O:20][CH2:19]1)=[O:16])[C:8]1[CH:13]=[CH:12][CH:11]=[CH:10][CH:9]=1.O.[OH-].[Na+]. (2) Given the product [CH:19]1([N:11]([CH2:10][C:8]2[CH:9]=[C:4]([CH2:3][CH2:2][NH:1][C:34]([O:36][CH3:37])=[O:35])[CH:5]=[C:6]([Cl:23])[C:7]=2[Cl:22])[C:12](=[O:18])[O:13][C:14]([CH3:17])([CH3:16])[CH3:15])[CH2:20][CH2:21]1, predict the reactants needed to synthesize it. The reactants are: [NH2:1][CH2:2][CH2:3][C:4]1[CH:5]=[C:6]([Cl:23])[C:7]([Cl:22])=[C:8]([CH2:10][N:11]([CH:19]2[CH2:21][CH2:20]2)[C:12](=[O:18])[O:13][C:14]([CH3:17])([CH3:16])[CH3:15])[CH:9]=1.CCN(C(C)C)C(C)C.Cl[C:34]([O:36][CH3:37])=[O:35].